Dataset: Full USPTO retrosynthesis dataset with 1.9M reactions from patents (1976-2016). Task: Predict the reactants needed to synthesize the given product. (1) Given the product [CH3:1][C:2]1[CH:3]=[C:4]([C:12]2[CH:13]=[C:14]([C:15]([F:18])([F:17])[F:16])[N:23]3[N:24]=[CH:25][CH:26]=[C:22]3[N:21]=2)[CH:5]=[CH:6][C:7]=1[C:8]([F:11])([F:10])[F:9], predict the reactants needed to synthesize it. The reactants are: [CH3:1][C:2]1[CH:3]=[C:4]([C:12](=O)[CH2:13][C:14](=O)[C:15]([F:18])([F:17])[F:16])[CH:5]=[CH:6][C:7]=1[C:8]([F:11])([F:10])[F:9].[NH2:21][C:22]1[CH:26]=[CH:25][NH:24][N:23]=1. (2) Given the product [CH3:24][O:23][C:21](=[O:22])[CH:20]=[C:26]1[CH2:31][CH2:30][N:29]([C:32]([O:34][CH2:35][C:36]2[CH:41]=[CH:40][CH:39]=[CH:38][CH:37]=2)=[O:33])[CH2:28][CH2:27]1, predict the reactants needed to synthesize it. The reactants are: C1(P(=[CH:20][C:21]([O:23][CH3:24])=[O:22])(C2C=CC=CC=2)C2C=CC=CC=2)C=CC=CC=1.O=[C:26]1[CH2:31][CH2:30][N:29]([C:32]([O:34][CH2:35][C:36]2[CH:41]=[CH:40][CH:39]=[CH:38][CH:37]=2)=[O:33])[CH2:28][CH2:27]1. (3) Given the product [Cl:12][C:10]1[CH:9]=[CH:8][C:7]([O:13][CH2:14][CH2:15][CH2:16][N:17]2[CH2:22][CH2:21][C:20]([CH2:24][C:25]3[CH:30]=[CH:29][C:28]([Cl:31])=[CH:27][CH:26]=3)([OH:23])[C:19]([CH3:33])([CH3:32])[CH2:18]2)=[C:6]([NH:5][C:3](=[O:4])[CH2:2][N:35]([CH3:36])[CH3:34])[CH:11]=1, predict the reactants needed to synthesize it. The reactants are: Cl[CH2:2][C:3]([NH:5][C:6]1[CH:11]=[C:10]([Cl:12])[CH:9]=[CH:8][C:7]=1[O:13][CH2:14][CH2:15][CH2:16][N:17]1[CH2:22][CH2:21][C:20]([CH2:24][C:25]2[CH:30]=[CH:29][C:28]([Cl:31])=[CH:27][CH:26]=2)([OH:23])[C:19]([CH3:33])([CH3:32])[CH2:18]1)=[O:4].[CH3:34][NH:35][CH3:36]. (4) Given the product [C:55]([N:48]1[C:49]2[C:54](=[CH:53][CH:52]=[CH:51][CH:50]=2)[C@H:45]([NH:44][C:36]2[CH:43]=[CH:42][C:39]([C:40]#[N:41])=[CH:38][CH:37]=2)[C@@H:46]([CH3:61])[C@@H:47]1[CH:58]1[CH2:60][CH2:59]1)(=[O:57])[CH3:56], predict the reactants needed to synthesize it. The reactants are: CN(C1C(C2C(P(C3CCCCC3)C3CCCCC3)=CC=CC=2)=CC=CC=1)C.CC(C)([O-])C.[Na+].Br[C:36]1[CH:43]=[CH:42][C:39]([C:40]#[N:41])=[CH:38][CH:37]=1.[NH2:44][C@H:45]1[C:54]2[C:49](=[CH:50][CH:51]=[CH:52][CH:53]=2)[N:48]([C:55](=[O:57])[CH3:56])[C@@H:47]([CH:58]2[CH2:60][CH2:59]2)[C@@H:46]1[CH3:61].